Dataset: Catalyst prediction with 721,799 reactions and 888 catalyst types from USPTO. Task: Predict which catalyst facilitates the given reaction. (1) Reactant: [C:1]1([OH:7])[CH:6]=[CH:5][CH:4]=[CH:3][CH:2]=1.C([O-])([O-])=O.[Cs+].[Cs+].Br[CH:15]([CH2:21][CH2:22][CH2:23][CH3:24])[C:16]([O:18][CH2:19][CH3:20])=[O:17]. Product: [CH2:19]([O:18][C:16](=[O:17])[CH:15]([O:7][C:1]1[CH:6]=[CH:5][CH:4]=[CH:3][CH:2]=1)[CH2:21][CH2:22][CH2:23][CH3:24])[CH3:20]. The catalyst class is: 3. (2) Reactant: [Cl:1][C:2]1[C:3]([CH3:12])=[C:4]([S:8](Cl)(=[O:10])=[O:9])[CH:5]=[CH:6][CH:7]=1.N1C=CC=CC=1.[CH3:19][C:20]1[C:21]2[CH:28]=[C:27]([NH2:29])[CH:26]=[CH:25][C:22]=2[S:23][CH:24]=1.C([O-])(O)=O.[Na+]. Product: [Cl:1][C:2]1[C:3]([CH3:12])=[C:4]([S:8]([NH:29][C:27]2[CH:26]=[CH:25][C:22]3[S:23][CH:24]=[C:20]([CH3:19])[C:21]=3[CH:28]=2)(=[O:10])=[O:9])[CH:5]=[CH:6][CH:7]=1. The catalyst class is: 4. (3) Reactant: [S:1]1[CH:5]=[CH:4][C:3]([NH:6][C:7](=[O:13])[O:8][C:9]([CH3:12])([CH3:11])[CH3:10])=[CH:2]1.[Br:14]N1C(=O)CCC1=O. Product: [C:9]([O:8][C:7](=[O:13])[NH:6][C:3]1[CH:4]=[CH:5][S:1][C:2]=1[Br:14])([CH3:10])([CH3:12])[CH3:11]. The catalyst class is: 2.